From a dataset of NCI-60 drug combinations with 297,098 pairs across 59 cell lines. Regression. Given two drug SMILES strings and cell line genomic features, predict the synergy score measuring deviation from expected non-interaction effect. (1) Drug 1: C1CCC(CC1)NC(=O)N(CCCl)N=O. Cell line: HCT-15. Synergy scores: CSS=61.3, Synergy_ZIP=7.18, Synergy_Bliss=7.23, Synergy_Loewe=-4.76, Synergy_HSA=9.49. Drug 2: CC1=C(C(=O)C2=C(C1=O)N3CC4C(C3(C2COC(=O)N)OC)N4)N. (2) Drug 1: CC12CCC(CC1=CCC3C2CCC4(C3CC=C4C5=CN=CC=C5)C)O. Drug 2: C1=CC(=CC=C1CCCC(=O)O)N(CCCl)CCCl. Cell line: OVCAR3. Synergy scores: CSS=21.9, Synergy_ZIP=-4.71, Synergy_Bliss=-0.110, Synergy_Loewe=-1.10, Synergy_HSA=0.767.